This data is from Peptide-MHC class II binding affinity with 134,281 pairs from IEDB. The task is: Regression. Given a peptide amino acid sequence and an MHC pseudo amino acid sequence, predict their binding affinity value. This is MHC class II binding data. (1) The peptide sequence is AFKPVLVDEGRKVAI. The MHC is DRB3_0101 with pseudo-sequence DRB3_0101. The binding affinity (normalized) is 0.738. (2) The peptide sequence is ELLKTVRLIKFLYQSNP. The MHC is HLA-DQA10104-DQB10503 with pseudo-sequence HLA-DQA10104-DQB10503. The binding affinity (normalized) is 0. (3) The peptide sequence is PEAKYDAYVATLTEA. The MHC is HLA-DPA10103-DPB10401 with pseudo-sequence HLA-DPA10103-DPB10401. The binding affinity (normalized) is 0.0446. (4) The peptide sequence is PFILDGDNLFPKV. The MHC is DRB3_0101 with pseudo-sequence DRB3_0101. The binding affinity (normalized) is 0.838.